Task: Predict which catalyst facilitates the given reaction.. Dataset: Catalyst prediction with 721,799 reactions and 888 catalyst types from USPTO (1) Reactant: [C:1]([C:9]1[N:10]=[CH:11][C:12]([NH:15][C:16]([NH:18][C:19]2[CH:24]=[C:23]([CH3:25])[CH:22]=[CH:21][C:20]=2[O:26][CH3:27])=[O:17])=[N:13][CH:14]=1)(=[O:8])[C:2]1[CH:7]=[CH:6][CH:5]=[CH:4][CH:3]=1.[BH4-].[Na+]. Product: [OH:8][CH:1]([C:2]1[CH:7]=[CH:6][CH:5]=[CH:4][CH:3]=1)[C:9]1[N:10]=[CH:11][C:12]([NH:15][C:16]([NH:18][C:19]2[CH:24]=[C:23]([CH3:25])[CH:22]=[CH:21][C:20]=2[O:26][CH3:27])=[O:17])=[N:13][CH:14]=1. The catalyst class is: 125. (2) Reactant: [OH-].[Na+].[CH2:3]([NH:11][C:12](=[O:34])[N:13]([C:15]1[CH:16]=[C:17]([C:21]2[CH:26]=[CH:25][C:24]([CH2:27][CH2:28][C:29]([O:31]CC)=[O:30])=[CH:23][CH:22]=2)[CH:18]=[CH:19][CH:20]=1)[CH3:14])[CH2:4][CH2:5][CH2:6][CH2:7][CH2:8][CH2:9][CH3:10]. Product: [CH2:3]([NH:11][C:12](=[O:34])[N:13]([C:15]1[CH:16]=[C:17]([C:21]2[CH:22]=[CH:23][C:24]([CH2:27][CH2:28][C:29]([OH:31])=[O:30])=[CH:25][CH:26]=2)[CH:18]=[CH:19][CH:20]=1)[CH3:14])[CH2:4][CH2:5][CH2:6][CH2:7][CH2:8][CH2:9][CH3:10]. The catalyst class is: 8. (3) The catalyst class is: 10. Reactant: CO[C:3]1([CH2:9][C:10]2[S:14][C:13]([NH2:15])=[N:12][CH:11]=2)[CH:8]=[CH:7][CH:6]=CN1.[C:16]1([CH:22]([CH2:26][CH3:27])[C:23](O)=[O:24])[CH:21]=[CH:20][CH:19]=[CH:18][CH:17]=1.C([N:30]([CH2:33]C)CC)C.F[P-](F)(F)(F)(F)F.N1([O:51][C:52](N(C)C)=[N+](C)C)C2N=CC=CC=2N=N1. Product: [CH3:52][O:51][C:33]1[C:3]([CH2:9][C:10]2[S:14][C:13]([NH:15][C:23](=[O:24])[CH:22]([C:16]3[CH:21]=[CH:20][CH:19]=[CH:18][CH:17]=3)[CH2:26][CH3:27])=[N:12][CH:11]=2)=[CH:8][CH:7]=[CH:6][N:30]=1. (4) Reactant: [Br:1][C:2]1[CH:7]=[CH:6][C:5]([C:8]2[N:12]=[C:11]([NH:13][C:14]([CH3:18])([CH3:17])[CH2:15][OH:16])[S:10][N:9]=2)=[CH:4][CH:3]=1.C(N(CC)CC)C.Cl[C:27](Cl)([O:29]C(=O)OC(Cl)(Cl)Cl)Cl. Product: [Br:1][C:2]1[CH:3]=[CH:4][C:5]([C:8]2[N:12]=[C:11]([N:13]3[C:14]([CH3:18])([CH3:17])[CH2:15][O:16][C:27]3=[O:29])[S:10][N:9]=2)=[CH:6][CH:7]=1. The catalyst class is: 2. (5) Reactant: [C:1]1([C:7]2[O:8][C:9]3[CH2:14][CH2:13][N:12]([C:15]4[CH:20]=[N:19][CH:18]=[CH:17][N:16]=4)[CH2:11][C:10]=3[N:21]=2)[CH:6]=[CH:5][CH:4]=[CH:3][CH:2]=1.ClC1[C:24](C#N)=[N:25]C=CN=1. Product: [C:1]1([C:7]2[O:8][C:9]3[CH2:14][CH2:13][N:12]([C:15]4[C:20]([C:24]#[N:25])=[N:19][CH:18]=[CH:17][N:16]=4)[CH2:11][C:10]=3[N:21]=2)[CH:2]=[CH:3][CH:4]=[CH:5][CH:6]=1. The catalyst class is: 25. (6) Reactant: [F:1][C:2]1[CH:3]=[C:4]([CH:8]=[CH:9][CH:10]=1)[C:5]([OH:7])=O.C(N1C=CN=C1)(N1C=CN=C1)=O.[Mg+].[C:24]([O:30][CH2:31][CH3:32])(=[O:29])[CH2:25]C([O-])=O.Cl. Product: [F:1][C:2]1[CH:3]=[C:4]([C:5](=[O:7])[CH2:25][C:24]([O:30][CH2:31][CH3:32])=[O:29])[CH:8]=[CH:9][CH:10]=1. The catalyst class is: 253.